Task: Predict the reactants needed to synthesize the given product.. Dataset: Full USPTO retrosynthesis dataset with 1.9M reactions from patents (1976-2016) (1) Given the product [Br:1][C:2]1[CH:11]=[CH:10][C:9]2[O:8][C@@H:7]3[CH2:12][CH2:13][CH2:14][O:15][C@H:6]3[C:5](=[O:16])[C:4]=2[CH:3]=1, predict the reactants needed to synthesize it. The reactants are: [Br:1][C:2]1[CH:11]=[CH:10][C:9]2[O:8][C:7]3[CH2:12][CH2:13][CH2:14][O:15][C:6]=3[C:5](=[O:16])[C:4]=2[CH:3]=1.CCC(C)[BH-](C(C)CC)C(C)CC.[Li+].[Cl-].[NH4+]. (2) Given the product [F:12][C:13]1[CH:18]=[C:17]([F:19])[CH:16]=[CH:15][C:14]=1[C:20]([N:22]=[C:23]=[S:24])=[O:21].[F:12][C:13]1[CH:18]=[C:17]([F:19])[CH:16]=[CH:15][C:14]=1[C:20]([NH:22][C:23]([NH:44][C:43]1[CH:45]=[CH:46][C:40]([O:39][C:30]2[C:29]3[C:34](=[CH:35][C:36]([O:37][CH3:38])=[C:27]([O:26][CH3:25])[CH:28]=3)[N:33]=[CH:32][CH:31]=2)=[CH:41][CH:42]=1)=[S:24])=[O:21], predict the reactants needed to synthesize it. The reactants are: FC1C=C(F)C=CC=1C(Cl)=O.[F:12][C:13]1[CH:18]=[C:17]([F:19])[CH:16]=[CH:15][C:14]=1[C:20]([N:22]=[C:23]=[S:24])=[O:21].[CH3:25][O:26][C:27]1[CH:28]=[C:29]2[C:34](=[CH:35][C:36]=1[O:37][CH3:38])[N:33]=[CH:32][CH:31]=[C:30]2[O:39][C:40]1[CH:46]=[CH:45][C:43]([NH2:44])=[CH:42][CH:41]=1.C1(C)C=CC=CC=1. (3) Given the product [N:1]([CH2:4][CH:5]1[O:10][C:9]2[C:11]([C:21]3[CH:20]=[CH:19][C:18]([Cl:17])=[CH:23][C:22]=3[Cl:24])=[CH:12][CH:13]=[CH:14][C:8]=2[N:7]([CH3:16])[CH2:6]1)=[N+:2]=[N-:3], predict the reactants needed to synthesize it. The reactants are: [N:1]([CH2:4][CH:5]1[O:10][C:9]2[C:11](Br)=[CH:12][CH:13]=[CH:14][C:8]=2[N:7]([CH3:16])[CH2:6]1)=[N+:2]=[N-:3].[Cl:17][C:18]1[CH:23]=[C:22]([Cl:24])[CH:21]=[CH:20][C:19]=1B(O)O. (4) Given the product [OH:13][CH2:12][C:5]1[C:6]2[C:11](=[CH:10][CH:9]=[CH:8][CH:7]=2)[N:1]=[C:2]([CH3:3])[CH:4]=1, predict the reactants needed to synthesize it. The reactants are: [N:1]1[C:11]2[C:6](=[CH:7][CH:8]=[CH:9][CH:10]=2)[CH:5]=[CH:4][C:2]=1[CH3:3].[CH3:12][OH:13].S(=O)(=O)(O)O.NOS(O)(=O)=O. (5) Given the product [C:19]([N:6]1[CH2:10][CH2:9][CH2:8][C:7]1=[O:11])(=[O:26])[C:20]1[CH:25]=[CH:24][CH:23]=[CH:22][CH:21]=1, predict the reactants needed to synthesize it. The reactants are: C1COCC1.[NH:6]1[CH2:10][CH2:9][CH2:8][C:7]1=[O:11].C(N(CC)CC)C.[C:19](Cl)(=[O:26])[C:20]1[CH:25]=[CH:24][CH:23]=[CH:22][CH:21]=1. (6) Given the product [C:38]1([C:47]2[CH:48]=[CH:49][CH:50]=[CH:51][CH:52]=2)[CH:39]=[CH:40][C:41]([C:44]([O:1][C:2]2[CH:37]=[CH:36][C:5]([CH2:6][N:7]([CH2:28][C:29]([OH:31])=[O:30])[C:8](=[O:27])[C:9]3[CH:10]=[CH:11][C:12]([NH:15][C:16](=[O:26])[CH2:17][C:18]4[CH:23]=[CH:22][C:21]([O:24][CH3:25])=[CH:20][CH:19]=4)=[CH:13][CH:14]=3)=[CH:4][CH:3]=2)=[O:45])=[CH:42][CH:43]=1, predict the reactants needed to synthesize it. The reactants are: [OH:1][C:2]1[CH:37]=[CH:36][C:5]([CH2:6][N:7]([CH2:28][C:29]([O:31]C(C)(C)C)=[O:30])[C:8](=[O:27])[C:9]2[CH:14]=[CH:13][C:12]([NH:15][C:16](=[O:26])[CH2:17][C:18]3[CH:23]=[CH:22][C:21]([O:24][CH3:25])=[CH:20][CH:19]=3)=[CH:11][CH:10]=2)=[CH:4][CH:3]=1.[C:38]1([C:47]2[CH:52]=[CH:51][CH:50]=[CH:49][CH:48]=2)[CH:43]=[CH:42][C:41]([C:44](Cl)=[O:45])=[CH:40][CH:39]=1.C(O)(C(F)(F)F)=O. (7) Given the product [CH3:41][C:36]1([CH3:42])[C:37]([CH3:40])([CH3:39])[O:38][B:34]([C:18]2[CH:17]=[CH:16][C:15]([NH2:8])=[CH:24][CH:19]=2)[O:35]1, predict the reactants needed to synthesize it. The reactants are: BrC1C=CC([N:8]([C:15]2[C:24]3[C:19](=CC=CC=3)[CH:18]=[CH:17][CH:16]=2)C2C=CC=CC=2)=CC=1.C([Li])CCC.C(O[B:34]1[O:38][C:37]([CH3:40])([CH3:39])[C:36]([CH3:42])([CH3:41])[O:35]1)(C)C.O.